From a dataset of Catalyst prediction with 721,799 reactions and 888 catalyst types from USPTO. Predict which catalyst facilitates the given reaction. Reactant: [OH:1][C@H:2]([CH3:7])[CH2:3][C:4]([O-:6])=O.CN(C(ON1N=NC2C=CC=NC1=2)=[N+](C)C)C.F[P-](F)(F)(F)(F)F.CCN(C(C)C)C(C)C.[NH2:41][C:42]1[CH:47]=[CH:46][C:45]([C:48]2[CH:53]=[CH:52][N:51]=[C:50]([NH:54][C:55]3[CH:60]=[CH:59][C:58]([N:61]4[CH2:66][CH2:65][O:64][CH2:63][CH2:62]4)=[CH:57][CH:56]=3)[N:49]=2)=[CH:44][CH:43]=1. Product: [OH:1][C@H:2]([CH3:7])[CH2:3][C:4]([NH:41][C:42]1[CH:47]=[CH:46][C:45]([C:48]2[CH:53]=[CH:52][N:51]=[C:50]([NH:54][C:55]3[CH:56]=[CH:57][C:58]([N:61]4[CH2:62][CH2:63][O:64][CH2:65][CH2:66]4)=[CH:59][CH:60]=3)[N:49]=2)=[CH:44][CH:43]=1)=[O:6]. The catalyst class is: 3.